Dataset: Full USPTO retrosynthesis dataset with 1.9M reactions from patents (1976-2016). Task: Predict the reactants needed to synthesize the given product. (1) Given the product [CH3:17][N+:18]([CH3:21])=[CH:19][Cl:20].[Cl-:3].[CH:17]([C:11]1[NH:10][CH:9]=[C:8]([C:12]([O:14][CH2:15][CH3:16])=[O:13])[C:7]=1[CH3:6])=[O:23], predict the reactants needed to synthesize it. The reactants are: O=P(Cl)(Cl)[Cl:3].[CH3:6][C:7]1[C:8]([C:12]([O:14][CH2:15][CH3:16])=[O:13])=[CH:9][NH:10][CH:11]=1.[CH3:17][N+:18]([CH3:21])=[CH:19][Cl:20].[Cl-].[OH-:23].[Na+]. (2) Given the product [CH3:7][O:6][C:1](=[O:5])[CH:2]=[C:3]([C:41]1[CH:40]=[N:39][C:38]([NH2:37])=[CH:43][CH:42]=1)[CH3:4], predict the reactants needed to synthesize it. The reactants are: [C:1]([O:6][CH3:7])(=[O:5])/[CH:2]=[CH:3]/[CH3:4].C1(C)C=CC=CC=1P(C1C=CC=CC=1C)C1C=CC=CC=1C.C(N(CC)CC)C.[NH2:37][C:38]1[CH:43]=[CH:42][C:41](Br)=[CH:40][N:39]=1. (3) The reactants are: [NH2:1][C:2]1[N:3]=[C:4]([NH:17][CH:18]2[CH2:22][CH2:21][NH:20][CH2:19]2)[S:5][C:6]=1[C:7]([C:9]1[C:14]([F:15])=[CH:13][CH:12]=[CH:11][C:10]=1[F:16])=[O:8].[CH3:23][S:24](Cl)(=[O:26])=[O:25]. Given the product [NH2:1][C:2]1[N:3]=[C:4]([NH:17][CH:18]2[CH2:22][CH2:21][N:20]([S:24]([CH3:23])(=[O:26])=[O:25])[CH2:19]2)[S:5][C:6]=1[C:7]([C:9]1[C:14]([F:15])=[CH:13][CH:12]=[CH:11][C:10]=1[F:16])=[O:8], predict the reactants needed to synthesize it. (4) Given the product [C:28]([CH2:29][C:30]([CH2:35][C:36]([OH:38])=[O:37])([OH:31])[C:32]([O-:34])=[O:33])([OH:40])=[O:39].[C:1]12([C:11]3[CH:27]=[CH:26][C:14]([O:15][CH2:16][C:17]([N:19]4[CH2:24][CH2:23][NH+:22]([CH3:25])[CH2:21][CH2:20]4)=[O:18])=[CH:13][CH:12]=3)[CH2:10][CH:5]3[CH2:6][CH:7]([CH2:9][CH:3]([CH2:4]3)[CH2:2]1)[CH2:8]2, predict the reactants needed to synthesize it. The reactants are: [C:1]12([C:11]3[CH:27]=[CH:26][C:14]([O:15][CH2:16][C:17]([N:19]4[CH2:24][CH2:23][N:22]([CH3:25])[CH2:21][CH2:20]4)=[O:18])=[CH:13][CH:12]=3)[CH2:10][CH:5]3[CH2:6][CH:7]([CH2:9][CH:3]([CH2:4]3)[CH2:2]1)[CH2:8]2.[C:28]([OH:40])(=[O:39])[CH2:29][C:30]([CH2:35][C:36]([OH:38])=[O:37])([C:32]([OH:34])=[O:33])[OH:31].